Dataset: Full USPTO retrosynthesis dataset with 1.9M reactions from patents (1976-2016). Task: Predict the reactants needed to synthesize the given product. (1) Given the product [CH3:1][N:2]([CH3:11])[S:3]([N:6]1[CH:10]=[CH:9][C:8]([Br:17])=[N:7]1)(=[O:4])=[O:5], predict the reactants needed to synthesize it. The reactants are: [CH3:1][N:2]([CH3:11])[S:3]([N:6]1[CH:10]=[CH:9][CH:8]=[N:7]1)(=[O:5])=[O:4].C([Li])CCC.[Br:17]C(Cl)(Cl)C(Br)(Cl)Cl. (2) The reactants are: [C:1]1([CH:7]([C:18]2[CH:23]=[CH:22][CH:21]=[CH:20][CH:19]=2)[N:8]2[CH2:11][C@@H:10](OS(C)(=O)=O)[C@@H:9]2[CH3:17])[CH:6]=[CH:5][CH:4]=[CH:3][CH:2]=1.[NH3:24]. Given the product [NH2:24][C@@H:10]1[CH2:11][N:8]([CH:7]([C:18]2[CH:23]=[CH:22][CH:21]=[CH:20][CH:19]=2)[C:1]2[CH:6]=[CH:5][CH:4]=[CH:3][CH:2]=2)[C@H:9]1[CH3:17], predict the reactants needed to synthesize it. (3) Given the product [ClH:1].[NH2:48][CH2:47][C@H:44]1[CH2:43][CH2:42][C@H:41]([C:39]([NH:38][C@@H:24]([CH2:23][C:20]2[CH:21]=[CH:22][C:17]([C:4]3[CH:5]=[C:6]([S:9]([N:12]4[CH2:16][CH2:15][CH2:14][CH2:13]4)(=[O:10])=[O:11])[CH:7]=[CH:8][C:3]=3[CH3:2])=[CH:18][CH:19]=2)[C:25](=[O:37])[NH:26][C:27]2[CH:35]=[C:34]3[C:30]([C:31](=[O:36])[NH:32][NH:33]3)=[CH:29][CH:28]=2)=[O:40])[CH2:46][CH2:45]1, predict the reactants needed to synthesize it. The reactants are: [ClH:1].[CH3:2][C:3]1[CH:8]=[CH:7][C:6]([S:9]([N:12]2[CH2:16][CH2:15][CH2:14][CH2:13]2)(=[O:11])=[O:10])=[CH:5][C:4]=1[C:17]1[CH:22]=[CH:21][C:20]([CH2:23][C@H:24]([NH:38][C:39]([C@H:41]2[CH2:46][CH2:45][C@H:44]([CH2:47][NH:48]C(=O)OC(C)(C)C)[CH2:43][CH2:42]2)=[O:40])[C:25](=[O:37])[NH:26][C:27]2[CH:35]=[C:34]3[C:30]([C:31](=[O:36])[NH:32][NH:33]3)=[CH:29][CH:28]=2)=[CH:19][CH:18]=1.